Dataset: Full USPTO retrosynthesis dataset with 1.9M reactions from patents (1976-2016). Task: Predict the reactants needed to synthesize the given product. (1) Given the product [Cl:13][C:14]1[C:19]([CH:24]=[O:25])=[CH:18][CH:17]=[C:16]([Cl:20])[N:15]=1, predict the reactants needed to synthesize it. The reactants are: [Li]CCCC.C(NC(C)C)(C)C.[Cl:13][C:14]1[CH:19]=[CH:18][CH:17]=[C:16]([Cl:20])[N:15]=1.CN([CH:24]=[O:25])C.[NH4+].[Cl-]. (2) Given the product [O:23]=[C:3]1[C@@H:2]([NH:1][C:25](=[O:26])[O:27][CH2:28][C:29]2[CH:34]=[CH:33][CH:32]=[CH:31][CH:30]=2)[CH2:11][C:10]2[C:5](=[CH:6][CH:7]=[C:8]([O:12][C:13]3[CH:18]=[CH:17][CH:16]=[C:15]([C:19]([F:20])([F:21])[F:22])[CH:14]=3)[CH:9]=2)[NH:4]1, predict the reactants needed to synthesize it. The reactants are: [NH2:1][C@H:2]1[CH2:11][C:10]2[C:5](=[CH:6][CH:7]=[C:8]([O:12][C:13]3[CH:18]=[CH:17][CH:16]=[C:15]([C:19]([F:22])([F:21])[F:20])[CH:14]=3)[CH:9]=2)[NH:4][C:3]1=[O:23].Cl[C:25]([O:27][CH2:28][C:29]1[CH:34]=[CH:33][CH:32]=[CH:31][CH:30]=1)=[O:26].C(N(CC)CC)C. (3) Given the product [C:1]([O:5][C:6](=[O:27])[N:7]([CH3:28])[CH2:8][CH2:9][C:10]1[CH:15]=[CH:14][C:13]([O:16][C:17]2[CH:22]=[CH:21][CH:20]=[C:19]([C:23]([F:25])([F:26])[F:24])[CH:18]=2)=[CH:12][CH:11]=1)([CH3:4])([CH3:2])[CH3:3], predict the reactants needed to synthesize it. The reactants are: [C:1]([O:5][C:6](=[O:27])[NH:7][CH2:8][CH2:9][C:10]1[CH:15]=[CH:14][C:13]([O:16][C:17]2[CH:22]=[CH:21][CH:20]=[C:19]([C:23]([F:26])([F:25])[F:24])[CH:18]=2)=[CH:12][CH:11]=1)([CH3:4])([CH3:3])[CH3:2].[CH3:28]I.